From a dataset of Catalyst prediction with 721,799 reactions and 888 catalyst types from USPTO. Predict which catalyst facilitates the given reaction. (1) Reactant: C([NH:8][CH:9]1[CH2:14][CH2:13][C:12]([NH:27][C:28](=[O:34])[O:29][C:30]([CH3:33])([CH3:32])[CH3:31])([C:15](=[O:26])[NH:16][C@@H:17]([C:19]2[CH:24]=[CH:23][C:22]([F:25])=[CH:21][CH:20]=2)[CH3:18])[CH2:11][CH2:10]1)C1C=CC=CC=1.[H][H]. Product: [C:30]([O:29][C:28](=[O:34])[NH:27][C:12]1([C:15](=[O:26])[NH:16][C@@H:17]([C:19]2[CH:20]=[CH:21][C:22]([F:25])=[CH:23][CH:24]=2)[CH3:18])[CH2:13][CH2:14][CH:9]([NH2:8])[CH2:10][CH2:11]1)([CH3:31])([CH3:32])[CH3:33]. The catalyst class is: 45. (2) Reactant: COC[N:4]1[C:8]2[CH:9]=[CH:10][CH:11]=[CH:12][C:7]=2[N:6]=[C:5]1[C:13]([CH:15]1[CH2:18][CH:17]([NH:19][C:20]2[C:25]([N+:26]([O-:28])=[O:27])=[CH:24][CH:23]=[CH:22][N:21]=2)[CH2:16]1)=[O:14].Cl. Product: [NH:4]1[C:8]2[CH:9]=[CH:10][CH:11]=[CH:12][C:7]=2[N:6]=[C:5]1[C:13]([CH:15]1[CH2:18][CH:17]([NH:19][C:20]2[C:25]([N+:26]([O-:28])=[O:27])=[CH:24][CH:23]=[CH:22][N:21]=2)[CH2:16]1)=[O:14]. The catalyst class is: 7. (3) The catalyst class is: 4. Product: [CH3:13][O:12][N:11]([CH3:10])[C:6]([C:3]1[CH:4]=[CH:5][S:1][CH:2]=1)=[O:7]. Reactant: [S:1]1[CH:5]=[CH:4][C:3]([C:6](Cl)=[O:7])=[CH:2]1.Cl.[CH3:10][NH:11][O:12][CH3:13].C(N(CC)CC)C.O. (4) The catalyst class is: 70. Reactant: [NH2:1][C:2]1[N:7]=[C:6]([C:8]2[CH:15]=[CH:14][C:11]([C:12]#[N:13])=[C:10]([F:16])[CH:9]=2)[CH:5]=[C:4](Cl)[N:3]=1.CC1(C)C(C)(C)OB([C:26]2[CH:34]=[CH:33][C:29]([C:30]([NH2:32])=[O:31])=[CH:28][CH:27]=2)O1.C([O-])([O-])=O.[Na+].[Na+]. Product: [NH2:1][C:2]1[N:3]=[C:4]([C:26]2[CH:34]=[CH:33][C:29]([C:30]([NH2:32])=[O:31])=[CH:28][CH:27]=2)[CH:5]=[C:6]([C:8]2[CH:15]=[CH:14][C:11]([C:12]#[N:13])=[C:10]([F:16])[CH:9]=2)[N:7]=1. (5) Reactant: CS(O[C@H]1CCN(CC2C=CC(C)=CC=2)C1=O)(=O)=O.[F:20][C@H:21]1[C@H:26]([C:27]2[CH:32]=[CH:31][C:30]([OH:33])=[C:29]([F:34])[CH:28]=2)[CH2:25][CH2:24][N:23](C(OC(C)(C)C)=O)[CH2:22]1.CCN(C(C)C)C(C)C. Product: [F:34][C:29]1[CH:28]=[C:27]([C@@H:26]2[CH2:25][CH2:24][NH:23][CH2:22][C@H:21]2[F:20])[CH:32]=[CH:31][C:30]=1[OH:33]. The catalyst class is: 10. (6) Reactant: COC1C=C(OC)C=CC=1C[N:6]([C:35]1[S:39][N:38]=[CH:37][N:36]=1)[S:7]([C:10]1[CH:18]=[C:17]2[C:13]([C:14]([C:19]3[CH:24]=[CH:23][C:22]([C:25]([F:28])([F:27])[F:26])=[CH:21][C:20]=3[C:29]3[N:33]([CH3:34])[N:32]=[CH:31][CH:30]=3)=[CH:15][NH:16]2)=[CH:12][CH:11]=1)(=[O:9])=[O:8].C(=O)([O-])[O-].[Cs+].[Cs+].I[CH:53]([CH3:55])[CH3:54].C(Cl)(=O)C. Product: [CH:53]([N:16]1[C:17]2[C:13](=[CH:12][CH:11]=[C:10]([S:7]([NH:6][C:35]3[S:39][N:38]=[CH:37][N:36]=3)(=[O:8])=[O:9])[CH:18]=2)[C:14]([C:19]2[CH:24]=[CH:23][C:22]([C:25]([F:28])([F:26])[F:27])=[CH:21][C:20]=2[C:29]2[N:33]([CH3:34])[N:32]=[CH:31][CH:30]=2)=[CH:15]1)([CH3:55])[CH3:54]. The catalyst class is: 192.